From a dataset of Catalyst prediction with 721,799 reactions and 888 catalyst types from USPTO. Predict which catalyst facilitates the given reaction. (1) The catalyst class is: 23. Product: [CH:42]1([N:32]2[CH2:31][CH2:30][CH:29]([N:22]3[CH2:21][C:20]4[CH:19]=[C:18]5[C:26]([NH:27][C:16]([C:10]6[C:11](=[O:15])[NH:12][CH:13]=[CH:14][C:9]=6[NH:8][CH2:7][CH:6]([OH:35])[CH2:5][O:4][C:3]6[CH:36]=[CH:37][C:38]([CH3:40])=[CH:39][C:2]=6[CH3:1])=[N:17]5)=[CH:25][C:24]=4[C:23]3=[O:28])[CH2:34][CH2:33]2)[CH2:44][CH2:43]1. Reactant: [CH3:1][C:2]1[CH:39]=[C:38]([CH3:40])[CH:37]=[CH:36][C:3]=1[O:4][CH2:5][C@H:6]([OH:35])[CH2:7][NH:8][C:9]1[CH:14]=[CH:13][NH:12][C:11](=[O:15])[C:10]=1[C:16]1[NH:27][C:26]2[C:18](=[CH:19][C:20]3[CH2:21][N:22]([CH:29]4[CH2:34][CH2:33][NH:32][CH2:31][CH2:30]4)[C:23](=[O:28])[C:24]=3[CH:25]=2)[N:17]=1.Br[CH:42]1[CH2:44][CH2:43]1.CCN(C(C)C)C(C)C. (2) Reactant: C([O:3][C:4]([C:6]1[CH:7]=[N:8][N:9]([C:12]2[CH:13]=[N:14][C:15]([CH:18]3[CH2:20][CH2:19]3)=[CH:16][CH:17]=2)[C:10]=1[CH3:11])=[O:5])C.[OH-].[Na+].O. Product: [CH:18]1([C:15]2[N:14]=[CH:13][C:12]([N:9]3[C:10]([CH3:11])=[C:6]([C:4]([OH:5])=[O:3])[CH:7]=[N:8]3)=[CH:17][CH:16]=2)[CH2:19][CH2:20]1. The catalyst class is: 111. (3) Reactant: [F:1][C:2]1[C:10]([F:11])=[C:9]([F:12])[C:8]([O:13][CH3:14])=[CH:7][C:3]=1[C:4]([OH:6])=[O:5].[C:15](Cl)(=O)[C:16](Cl)=O.C(O)C.C([O-])(O)=O.[Na+]. Product: [CH2:15]([O:5][C:4](=[O:6])[C:3]1[CH:7]=[C:8]([O:13][CH3:14])[C:9]([F:12])=[C:10]([F:11])[C:2]=1[F:1])[CH3:16]. The catalyst class is: 120. (4) Reactant: CC(C)([O-])C.[K+].[C:7]([O:18][C:19]([CH3:22])([CH3:21])[CH3:20])(=[O:17])[CH2:8][CH2:9][C:10]([O:12]C(C)(C)C)=[O:11].[CH2:23]([N:30]1[C:34]([CH:35]=O)=[CH:33][N:32]=[C:31]1[C:37]([CH3:40])([CH3:39])[CH3:38])[C:24]1[CH:29]=[CH:28][CH:27]=[CH:26][CH:25]=1. Product: [CH2:23]([N:30]1[C:34](/[CH:35]=[C:8](/[C:7]([O:18][C:19]([CH3:20])([CH3:21])[CH3:22])=[O:17])\[CH2:9][C:10]([OH:12])=[O:11])=[CH:33][N:32]=[C:31]1[C:37]([CH3:40])([CH3:39])[CH3:38])[C:24]1[CH:25]=[CH:26][CH:27]=[CH:28][CH:29]=1. The catalyst class is: 107. (5) Reactant: C([O:3][C:4](=[O:28])[C:5]1[CH:10]=[CH:9][C:8]([CH:11]([NH:16][C:17]2[CH:18]=[N:19][C:20]3[C:25]([CH:26]=2)=[CH:24][CH:23]=[CH:22][C:21]=3[CH3:27])[CH2:12][CH:13]([CH3:15])[CH3:14])=[CH:7][CH:6]=1)C.[OH-].[Na+]. Product: [CH3:14][CH:13]([CH3:15])[CH2:12][CH:11]([C:8]1[CH:7]=[CH:6][C:5]([C:4]([OH:28])=[O:3])=[CH:10][CH:9]=1)[NH:16][C:17]1[CH:18]=[N:19][C:20]2[C:25]([CH:26]=1)=[CH:24][CH:23]=[CH:22][C:21]=2[CH3:27]. The catalyst class is: 36. (6) Reactant: [C:1]([O:5][CH2:6][CH2:7][CH2:8][CH2:9][CH2:10][CH2:11][CH2:12][CH2:13][CH2:14][CH2:15][CH2:16][CH2:17][CH2:18][CH2:19][CH2:20][CH2:21][CH2:22][CH2:23][CH2:24][CH2:25][CH2:26][CH3:27])(=[O:4])[CH:2]=[CH2:3].[C:28]([O:32][CH:33](CCC)[CH2:34][CH2:35][CH2:36][CH2:37][CH2:38][CH3:39])(=[O:31])[CH:29]=[CH2:30].[CH2:43](O)[CH:44]=[CH2:45].N(CCO)(CCO)CCO. Product: [C:1]([O:5][CH2:6][CH2:7][CH2:8][CH2:9][CH2:10][CH2:11][CH2:12][CH2:13][CH2:14][CH2:15][CH2:16][CH2:17][CH2:18][CH2:19][CH2:20][CH2:21][CH2:22][CH2:23][CH2:24][CH2:25][CH2:26][CH3:27])(=[O:4])[CH:2]=[CH2:3].[C:28]([O:32][CH2:33][CH:34]([CH2:43][CH2:44][CH3:45])[CH2:35][CH2:36][CH2:37][CH2:38][CH3:39])(=[O:31])[CH:29]=[CH2:30]. The catalyst class is: 11.